From a dataset of Catalyst prediction with 721,799 reactions and 888 catalyst types from USPTO. Predict which catalyst facilitates the given reaction. Reactant: [C:1]([O:5][C:6]([N:8]1[CH2:11][CH:10]([C:12]2[NH:16][N:15]=[C:14](N)[CH:13]=2)[CH2:9]1)=[O:7])([CH3:4])([CH3:3])[CH3:2].N([O-])=O.[Na+].[I-:22].[Na+].O. Product: [I:22][C:14]1[CH:13]=[C:12]([CH:10]2[CH2:11][N:8]([C:6]([O:5][C:1]([CH3:4])([CH3:3])[CH3:2])=[O:7])[CH2:9]2)[NH:16][N:15]=1. The catalyst class is: 47.